From a dataset of Full USPTO retrosynthesis dataset with 1.9M reactions from patents (1976-2016). Predict the reactants needed to synthesize the given product. (1) Given the product [CH2:28]([O:27][C:25](=[O:26])[CH2:24][C:23]1[C:2]2[S:3][CH:4]=[CH:5][C:6]=2[N:7]([C:8]([O:9][C:10]([CH3:13])([CH3:12])[CH3:11])=[O:14])[CH:22]=1)[CH3:29], predict the reactants needed to synthesize it. The reactants are: Br[C:2]1[S:3][CH:4]=[CH:5][C:6]=1[NH:7][C:8](=[O:14])[O:9][C:10]([CH3:13])([CH3:12])[CH3:11].C([O-])([O-])=O.[K+].[K+].Br[CH2:22]/[CH:23]=[CH:24]/[C:25]([O:27][CH2:28][CH3:29])=[O:26].C1(P(C2C=CC=CC=2)C2C=CC=CC=2)C=CC=CC=1. (2) Given the product [OH:1][CH2:2][CH2:3][CH2:4][CH2:5][CH2:6][CH2:7][CH2:8][CH2:9][CH2:10][CH2:11][CH2:12][O:13][C:14]1[CH:21]=[CH:20][C:17](/[CH:18]=[C:36](/[C:28]2[CH:29]=[C:30]([O:34][CH3:35])[C:31]([O:32][CH3:33])=[C:26]([O:25][CH3:24])[CH:27]=2)\[C:37]#[N:38])=[CH:16][C:15]=1[O:22][CH3:23], predict the reactants needed to synthesize it. The reactants are: [OH:1][CH2:2][CH2:3][CH2:4][CH2:5][CH2:6][CH2:7][CH2:8][CH2:9][CH2:10][CH2:11][CH2:12][O:13][C:14]1[CH:21]=[CH:20][C:17]([CH:18]=O)=[CH:16][C:15]=1[O:22][CH3:23].[CH3:24][O:25][C:26]1[CH:27]=[C:28]([CH2:36][C:37]#[N:38])[CH:29]=[C:30]([O:34][CH3:35])[C:31]=1[O:32][CH3:33].CC(C)([O-])C.[K+].Cl.